This data is from Reaction yield outcomes from USPTO patents with 853,638 reactions. The task is: Predict the reaction yield, written as a fraction of the theoretical maximum amount of product (1.0 means a 100% yield; for example, 0.34 means a 34% yield). (1) The reactants are [CH2:1]([O:4][C:5]([N:7]1[C@@H:11]([CH3:12])[CH:10]=[C:9]([C:13]2[N:14]=[C:15]([S:18][C:19]3[C@H:25]([CH3:26])[C@H:24]4[N:21]([C:22](=[O:34])[C@@H:23]4[C@H:27]([O:29][Si](C)(C)C)[CH3:28])[C:20]=3[C:35]([O:37][CH2:38][CH:39]=[CH2:40])=[O:36])[S:16][CH:17]=2)[CH2:8]1)=[O:6])[CH:2]=[CH2:3].O.Cl.C(=O)([O-])O.[Na+]. The catalyst is C1COCC1. The product is [CH2:1]([O:4][C:5]([N:7]1[C@@H:11]([CH3:12])[CH:10]=[C:9]([C:13]2[N:14]=[C:15]([S:18][C:19]3[C@H:25]([CH3:26])[C@H:24]4[N:21]([C:22](=[O:34])[C@@H:23]4[C@H:27]([OH:29])[CH3:28])[C:20]=3[C:35]([O:37][CH2:38][CH:39]=[CH2:40])=[O:36])[S:16][CH:17]=2)[CH2:8]1)=[O:6])[CH:2]=[CH2:3]. The yield is 0.800. (2) The reactants are Cl[C:2]1[C:3]2[CH2:10][C:9](=[O:11])[N:8]([CH2:12][C:13]3[CH:18]=[CH:17][C:16]([O:19][CH3:20])=[CH:15][CH:14]=3)[C:4]=2[N:5]=[CH:6][N:7]=1.CN1C(=O)CCC1.Cl.Cl.[F:30][C:31]1[CH:36]=[CH:35][C:34]([C:37]2[N:38]=[C:39]([CH:47]3[CH2:52][CH2:51][NH:50][CH2:49][CH2:48]3)[N:40]([CH2:42][CH2:43][N:44]([CH3:46])[CH3:45])[CH:41]=2)=[CH:33][C:32]=1[C:53]([F:56])([F:55])[F:54].CCN(C(C)C)C(C)C.OP(O)(O)=O. The yield is 0.448. The product is [CH3:45][N:44]([CH3:46])[CH2:43][CH2:42][N:40]1[CH:41]=[C:37]([C:34]2[CH:35]=[CH:36][C:31]([F:30])=[C:32]([C:53]([F:55])([F:54])[F:56])[CH:33]=2)[N:38]=[C:39]1[CH:47]1[CH2:48][CH2:49][N:50]([C:2]2[C:3]3[CH2:10][C:9](=[O:11])[N:8]([CH2:12][C:13]4[CH:18]=[CH:17][C:16]([O:19][CH3:20])=[CH:15][CH:14]=4)[C:4]=3[N:5]=[CH:6][N:7]=2)[CH2:51][CH2:52]1. No catalyst specified. (3) The reactants are [CH2:1]([C@H:3]1[C@@H:7]([C:8]2[N:12]3[C:13]4[CH:19]=[CH:18][N:17]([CH2:20][O:21][CH2:22][CH2:23][Si:24]([CH3:27])([CH3:26])[CH3:25])[C:14]=4[N:15]=[CH:16][C:11]3=[N:10][N:9]=2)[CH2:6][C@H:5]([OH:28])[CH2:4]1)[CH3:2].[CH3:29][S:30](Cl)(=[O:32])=[O:31]. The catalyst is C(Cl)Cl. The product is [CH3:29][S:30]([O:28][CH:5]1[CH2:6][CH:7]([C:8]2[N:12]3[C:13]4[CH:19]=[CH:18][N:17]([CH2:20][O:21][CH2:22][CH2:23][Si:24]([CH3:26])([CH3:25])[CH3:27])[C:14]=4[N:15]=[CH:16][C:11]3=[N:10][N:9]=2)[CH:3]([CH2:1][CH3:2])[CH2:4]1)(=[O:32])=[O:31]. The yield is 0.800. (4) The reactants are [Br:1][C:2]1[CH:3]=[C:4]([C:8](=O)[CH2:9][CH:10]2[C:15](=[O:16])[CH2:14][C:13]([CH3:18])([CH3:17])[CH2:12][C:11]2=O)[CH:5]=[CH:6][CH:7]=1.COC1C=CC(P2(=S)SP(=S)(C3C=CC(OC)=CC=3)[S:30]2)=CC=1. The catalyst is C1(C)C=CC=CC=1. The product is [Br:1][C:2]1[CH:3]=[C:4]([C:8]2[S:30][C:11]3[CH2:12][C:13]([CH3:18])([CH3:17])[CH2:14][C:15](=[O:16])[C:10]=3[CH:9]=2)[CH:5]=[CH:6][CH:7]=1. The yield is 0.220. (5) The reactants are [CH3:1][O:2][C:3]1[N:8]=[CH:7][C:6]([CH:9]([OH:15])[CH:10]([N+:12]([O-:14])=[O:13])[CH3:11])=[CH:5][CH:4]=1.[H][H]. The catalyst is CO.[Pd]. The product is [CH3:1][O:2][C:3]1[N:8]=[CH:7][C:6]([CH:9]([OH:15])[CH:10]([N+:12]([O-:14])=[O:13])[CH3:11])=[CH:5][CH:4]=1.[NH2:12][C@@H:10]([CH3:11])[C@@H:9]([C:6]1[CH:7]=[N:8][C:3]([O:2][CH3:1])=[CH:4][CH:5]=1)[OH:15]. The yield is 0.240. (6) The reactants are [Cl:1][C:2]1[C:7]([Cl:8])=[CH:6][CH:5]=[CH:4][C:3]=1[N:9]=[C:10]=[S:11].[F:12][C:13]([F:23])([F:22])[C:14]1[N:21]=[CH:20][CH:19]=[CH:18][C:15]=1[C:16]#[N:17]. No catalyst specified. The product is [Cl:1][C:2]1[C:7]([Cl:8])=[CH:6][CH:5]=[CH:4][C:3]=1[NH:9][C:10]([NH:17][CH2:16][C:15]1[C:14]([C:13]([F:23])([F:12])[F:22])=[N:21][CH:20]=[CH:19][CH:18]=1)=[S:11]. The yield is 0.950. (7) The reactants are [H-].[Al+3].[Li+].[H-].[H-].[H-].[Br:7][C:8]1[CH:13]=[CH:12][C:11]([NH:14][CH:15]([C:18]2[CH:23]=[CH:22][C:21]([Cl:24])=[CH:20][CH:19]=2)[C:16]#[N:17])=[CH:10][CH:9]=1.Cl. The product is [Br:7][C:8]1[CH:13]=[CH:12][C:11]([NH:14][CH:15]([C:18]2[CH:19]=[CH:20][C:21]([Cl:24])=[CH:22][CH:23]=2)[CH2:16][NH2:17])=[CH:10][CH:9]=1. The catalyst is C1COCC1. The yield is 0.490.